Dataset: Catalyst prediction with 721,799 reactions and 888 catalyst types from USPTO. Task: Predict which catalyst facilitates the given reaction. (1) Reactant: [Br:1][C:2]1[CH:10]=[CH:9][CH:8]=[C:7]2[C:3]=1[C:4]([CH:11]=O)=[CH:5][NH:6]2.[H-].[H-].[H-].[H-].[Li+].[Al+3]. Product: [Br:1][C:2]1[CH:10]=[CH:9][CH:8]=[C:7]2[C:3]=1[C:4]([CH3:11])=[CH:5][NH:6]2. The catalyst class is: 1. (2) Reactant: [C:1]([O:5][C:6](=[O:22])[NH:7][C:8]1[CH:13]=[C:12](Cl)[C:11]([C:15]([F:18])([F:17])[F:16])=[CH:10][C:9]=1[N+:19]([O-:21])=[O:20])([CH3:4])([CH3:3])[CH3:2].[NH:23]1[CH2:28][CH2:27][O:26][CH2:25][CH2:24]1. Product: [C:1]([O:5][C:6](=[O:22])[NH:7][C:8]1[CH:13]=[C:12]([N:23]2[CH2:28][CH2:27][O:26][CH2:25][CH2:24]2)[C:11]([C:15]([F:18])([F:17])[F:16])=[CH:10][C:9]=1[N+:19]([O-:21])=[O:20])([CH3:4])([CH3:3])[CH3:2]. The catalyst class is: 16. (3) Reactant: [Cl:1][C:2]1[CH:20]=[CH:19][C:5]([O:6][C:7]2[C:15]3[C:10](=[CH:11][CH:12]=[C:13]([S:16][CH3:17])[CH:14]=3)[NH:9][C:8]=2[CH3:18])=[CH:4][CH:3]=1.C(=O)([O-])[O-].[K+].[K+].Br[CH2:28][C:29]([O:31][CH3:32])=[O:30]. Product: [Cl:1][C:2]1[CH:20]=[CH:19][C:5]([O:6][C:7]2[C:15]3[C:10](=[CH:11][CH:12]=[C:13]([S:16][CH3:17])[CH:14]=3)[N:9]([CH2:28][C:29]([O:31][CH3:32])=[O:30])[C:8]=2[CH3:18])=[CH:4][CH:3]=1. The catalyst class is: 3. (4) Reactant: [F:1][C:2]([F:20])([F:19])[CH2:3][N:4]1[C:9](=[O:10])[CH2:8][NH:7][C:6]([C:11]2[CH:16]=[C:15]([Cl:17])[CH:14]=[C:13]([Cl:18])[CH:12]=2)=[N:5]1.[H-].[Na+].Cl[C:24]([O:26][CH2:27][CH:28]=[CH2:29])=[O:25]. Product: [F:20][C:2]([F:1])([F:19])[CH2:3][N:4]1[C:9](=[O:10])[CH2:8][N:7]([C:24]([O:26][CH2:27][CH:28]=[CH2:29])=[O:25])[C:6]([C:11]2[CH:12]=[C:13]([Cl:18])[CH:14]=[C:15]([Cl:17])[CH:16]=2)=[N:5]1. The catalyst class is: 7. (5) Reactant: C[O:2][C:3](=O)[C:4]1[CH:9]=[C:8]([C:10]2[CH:15]=[CH:14][C:13]([Cl:16])=[CH:12][CH:11]=2)[CH:7]=[N:6][CH:5]=1.[BH4-].[Na+]. Product: [Cl:16][C:13]1[CH:12]=[CH:11][C:10]([C:8]2[CH:9]=[C:4]([CH2:3][OH:2])[CH:5]=[N:6][CH:7]=2)=[CH:15][CH:14]=1. The catalyst class is: 8.